This data is from Reaction yield outcomes from USPTO patents with 853,638 reactions. The task is: Predict the reaction yield, written as a fraction of the theoretical maximum amount of product (1.0 means a 100% yield; for example, 0.34 means a 34% yield). (1) The reactants are [F:1][CH:2]([F:14])[C:3]1[NH:7][C:6]2[CH:8]=[CH:9][CH:10]=[C:11]([O:12][CH3:13])[C:5]=2[N:4]=1.[Cl:15][C:16]1[N:21]=[C:20](Cl)[N:19]=[C:18]([N:23]2[CH2:28][CH2:27][N:26]([C:29]([O:31][C:32]([CH3:35])([CH3:34])[CH3:33])=[O:30])[CH2:25][CH2:24]2)[N:17]=1.C([O-])([O-])=O.[K+].[K+].O. The product is [Cl:15][C:16]1[N:21]=[C:20]([N:7]2[C:6]3[CH:8]=[CH:9][CH:10]=[C:11]([O:12][CH3:13])[C:5]=3[N:4]=[C:3]2[CH:2]([F:1])[F:14])[N:19]=[C:18]([N:23]2[CH2:24][CH2:25][N:26]([C:29]([O:31][C:32]([CH3:35])([CH3:34])[CH3:33])=[O:30])[CH2:27][CH2:28]2)[N:17]=1. The yield is 0.860. The catalyst is CN(C=O)C. (2) The reactants are [Br:1][C:2]1[CH:3]=[C:4](O)[CH:5]=[C:6]([O:8][CH3:9])[CH:7]=1.[CH3:11][C@@H:12]([OH:16])[CH2:13][O:14][CH3:15].C1(P(C2C=CC=CC=2)C2C=CC=CC=2)C=CC=CC=1.N(C(OCC)=O)=NC(OCC)=O. The catalyst is C1(C)C=CC=CC=1. The product is [Br:1][C:2]1[CH:3]=[C:4]([O:16][C@@H:12]([CH3:11])[CH2:13][O:14][CH3:15])[CH:5]=[C:6]([O:8][CH3:9])[CH:7]=1. The yield is 0.890. (3) The reactants are [C:1](OC(=O)C)(=[O:3])[CH3:2].Cl.[Cl:9][C:10]1[C:11]([F:36])=[C:12]([CH:33]=[CH:34][CH:35]=1)[NH:13][C:14]1[C:23]2[C:18](=[CH:19][C:20]([O:31][CH3:32])=[C:21]([O:24][C@H:25]3[CH2:30][CH2:29][CH2:28][NH:27][CH2:26]3)[CH:22]=2)[N:17]=[CH:16][N:15]=1.C(N(C(C)C)CC)(C)C. The catalyst is C(Cl)Cl. The product is [C:1]([N:27]1[CH2:28][CH2:29][CH2:30][C@H:25]([O:24][C:21]2[CH:22]=[C:23]3[C:18](=[CH:19][C:20]=2[O:31][CH3:32])[N:17]=[CH:16][N:15]=[C:14]3[NH:13][C:12]2[CH:33]=[CH:34][CH:35]=[C:10]([Cl:9])[C:11]=2[F:36])[CH2:26]1)(=[O:3])[CH3:2]. The yield is 0.660. (4) The reactants are [Br:1][C:2]1[CH:7]=[CH:6][C:5]([C:8]2[O:9][C:10]([CH3:17])=[C:11]([CH2:13][C:14](O)=[O:15])[N:12]=2)=[CH:4][CH:3]=1. The catalyst is C1COCC1. The product is [Br:1][C:2]1[CH:3]=[CH:4][C:5]([C:8]2[O:9][C:10]([CH3:17])=[C:11]([CH2:13][CH2:14][OH:15])[N:12]=2)=[CH:6][CH:7]=1. The yield is 0.720. (5) The catalyst is C1COCC1. The product is [CH3:16][S:17][C:2]1[CH:10]=[C:9]2[C:5]([CH:6]=[CH:7][NH:8]2)=[CH:4][CH:3]=1. The yield is 0.937. The reactants are Br[C:2]1[CH:10]=[C:9]2[C:5]([CH:6]=[CH:7][NH:8]2)=[CH:4][CH:3]=1.[Li]C(C)(C)C.[CH3:16][S:17]SC. (6) The reactants are [CH:1](S(C)(=O)=O)=[CH2:2].BrBr.N12CCCN=C1CCCCC2.[OH:20][C:21]1[C:22](=[O:32])[C:23]2[C:28]([C:29](=[O:31])[CH:30]=1)=[CH:27][CH:26]=[CH:25][CH:24]=2. The catalyst is ClCCl. The product is [O:20]1[CH:2]=[CH:1][C:30]2[C:29](=[O:31])[C:28]3[C:23]([C:22](=[O:32])[C:21]1=2)=[CH:24][CH:25]=[CH:26][CH:27]=3. The yield is 0.250. (7) The reactants are Cl.[N+:2]([C:5]1[CH:10]=[CH:9][C:8]([N:11]2[CH2:16][CH2:15][NH:14][CH2:13][CH2:12]2)=[CH:7][CH:6]=1)([O-:4])=[O:3].C(N(CC)CC)C.[CH3:24][C:25]([O:28][C:29](O[C:29]([O:28][C:25]([CH3:27])([CH3:26])[CH3:24])=[O:30])=[O:30])([CH3:27])[CH3:26].O. The catalyst is C(Cl)Cl. The product is [N+:2]([C:5]1[CH:6]=[CH:7][C:8]([N:11]2[CH2:16][CH2:15][N:14]([C:29]([O:28][C:25]([CH3:27])([CH3:26])[CH3:24])=[O:30])[CH2:13][CH2:12]2)=[CH:9][CH:10]=1)([O-:4])=[O:3]. The yield is 0.780. (8) The reactants are [NH2:1][C:2]1[C:11]2[C:6](=[C:7](I)[C:8]([F:12])=[CH:9][CH:10]=2)[N:5]=[N:4][C:3]=1[C:14]([NH:16][CH:17]1[CH2:19][CH2:18]1)=[O:15].[F:20][C:21]1[CH:26]=[CH:25][CH:24]=[C:23]([O:27][CH3:28])[C:22]=1B(O)O. No catalyst specified. The product is [NH2:1][C:2]1[C:11]2[C:6](=[C:7]([C:22]3[C:23]([O:27][CH3:28])=[CH:24][CH:25]=[CH:26][C:21]=3[F:20])[C:8]([F:12])=[CH:9][CH:10]=2)[N:5]=[N:4][C:3]=1[C:14]([NH:16][CH:17]1[CH2:19][CH2:18]1)=[O:15]. The yield is 0.330. (9) The reactants are [OH:1][C:2]1[CH:3]=[C:4]([CH:7]=[CH:8][C:9]=1[N+:10]([O-:12])=[O:11])[CH:5]=[O:6].[CH2:13](Br)[C:14]1[CH:19]=[CH:18][CH:17]=[CH:16][CH:15]=1.C(=O)([O-])[O-].[K+].[K+]. The catalyst is CN(C=O)C. The product is [CH2:13]([O:1][C:2]1[CH:3]=[C:4]([CH:7]=[CH:8][C:9]=1[N+:10]([O-:12])=[O:11])[CH:5]=[O:6])[C:14]1[CH:19]=[CH:18][CH:17]=[CH:16][CH:15]=1. The yield is 0.980.